Dataset: Reaction yield outcomes from USPTO patents with 853,638 reactions. Task: Predict the reaction yield, written as a fraction of the theoretical maximum amount of product (1.0 means a 100% yield; for example, 0.34 means a 34% yield). (1) The reactants are Cl[C:2]1[CH:3]=[C:4]([F:9])[C:5]([F:8])=[N:6][CH:7]=1.[CH3:10][C:11]1[CH:15]=[C:14]([Sn](CCCC)(CCCC)CCCC)[O:13][N:12]=1.CC(C1C=C(C(C)C)C(C2C=CC=CC=2P(C2CCCCC2)C2CCCCC2)=C(C(C)C)C=1)C.O1CCOCC1. No catalyst specified. The product is [F:8][C:5]1[C:4]([F:9])=[CH:3][C:2]([C:14]2[O:13][N:12]=[C:11]([CH3:10])[CH:15]=2)=[CH:7][N:6]=1. The yield is 0.553. (2) The reactants are [NH:1]1[CH2:6][CH2:5][O:4][C@@H:3]([C:7]2[CH:12]=[CH:11][C:10]([NH:13][C:14](=[O:16])[CH3:15])=[CH:9][CH:8]=2)[CH2:2]1.Cl[C:18]1[N:19]([CH3:31])[C:20](=[O:30])[CH:21]=[C:22]([C:24]2[CH:29]=[CH:28][N:27]=[CH:26][CH:25]=2)[N:23]=1.C(N(CC)CC)C. The catalyst is O1CCCC1. The product is [CH3:31][N:19]1[C:20](=[O:30])[CH:21]=[C:22]([C:24]2[CH:29]=[CH:28][N:27]=[CH:26][CH:25]=2)[N:23]=[C:18]1[N:1]1[CH2:6][CH2:5][O:4][C@@H:3]([C:7]2[CH:8]=[CH:9][C:10]([NH:13][C:14](=[O:16])[CH3:15])=[CH:11][CH:12]=2)[CH2:2]1. The yield is 0.580. (3) The reactants are C(NC(C)C)(C)C.[Li]CCCC.CCCCCC.[CH:19]1([C:22]([O:24][C:25]([CH3:28])([CH3:27])[CH3:26])=[O:23])[CH2:21][CH2:20]1.[CH:29](=[O:36])[C:30]1[CH:35]=[CH:34][CH:33]=[CH:32][CH:31]=1. The catalyst is C1COCC1. The product is [OH:36][CH:29]([C:30]1[CH:35]=[CH:34][CH:33]=[CH:32][CH:31]=1)[C:19]1([C:22]([O:24][C:25]([CH3:28])([CH3:27])[CH3:26])=[O:23])[CH2:21][CH2:20]1. The yield is 0.578. (4) The reactants are [CH:1]([C:4]1[C:5]([O:12][CH2:13][CH2:14][CH3:15])=[C:6]([CH2:10][OH:11])[CH:7]=[CH:8][CH:9]=1)([CH3:3])[CH3:2]. The catalyst is C1C=CC=CC=1.O=[Mn]=O. The product is [CH:1]([C:4]1[C:5]([O:12][CH2:13][CH2:14][CH3:15])=[C:6]([CH:7]=[CH:8][CH:9]=1)[CH:10]=[O:11])([CH3:3])[CH3:2]. The yield is 0.540. (5) No catalyst specified. The reactants are [C@H:1]12[CH2:17][C@H:4]([N:5](C(OCC3C=CC=CC=3)=O)[CH2:6]1)[CH2:3][S:2]2(=[O:19])=[O:18].[BrH:20]. The product is [BrH:20].[C@H:1]12[CH2:17][C@H:4]([NH:5][CH2:6]1)[CH2:3][S:2]2(=[O:19])=[O:18]. The yield is 0.850. (6) The reactants are [Cl:1][C:2]1[CH:7]=[C:6]([Cl:8])[N:5]=[C:4](SC)[N:3]=1.Cl[C:12]1C=CC=C(C(OO)=O)C=1.[O-:22][S:23]([O-:26])(=S)=O.[Na+].[Na+].C([O-])(O)=O.[Na+].C(=O)(O)[O-].[Na+]. The catalyst is ClCCl.[Cl-].[Na+].O. The product is [Cl:1][C:2]1[CH:7]=[C:6]([Cl:8])[N:5]=[C:4]([S:23]([CH3:12])(=[O:26])=[O:22])[N:3]=1. The yield is 0.910. (7) The reactants are [CH3:1][O:2][C:3]1[CH:8]=[CH:7][C:6]([C:9]2[S:13][C:12]([C:14]([OH:16])=O)=[C:11]([NH:17][C:18]([NH:20][C:21]3[C:26]([CH3:27])=[CH:25][C:24]([CH3:28])=[CH:23][C:22]=3[CH3:29])=[O:19])[CH:10]=2)=[CH:5][CH:4]=1.CN(C(ON1N=NC2C=CC=NC1=2)=[N+](C)C)C.F[P-](F)(F)(F)(F)F.CCN(C(C)C)C(C)C.Cl.[CH3:64][C:65]([O:68][C@H:69]([CH3:76])[C@@H:70]([C:72]([O:74][CH3:75])=[O:73])[NH2:71])([CH3:67])[CH3:66]. The catalyst is CN(C=O)C. The product is [CH3:67][C:65]([O:68][C@H:69]([CH3:76])[C@@H:70]([C:72]([O:74][CH3:75])=[O:73])[NH:71][C:14]([C:12]1[S:13][C:9]([C:6]2[CH:7]=[CH:8][C:3]([O:2][CH3:1])=[CH:4][CH:5]=2)=[CH:10][C:11]=1[NH:17][C:18]([NH:20][C:21]1[C:26]([CH3:27])=[CH:25][C:24]([CH3:28])=[CH:23][C:22]=1[CH3:29])=[O:19])=[O:16])([CH3:64])[CH3:66]. The yield is 0.820. (8) The reactants are [Br:1][C:2]1[CH:7]=[C:6]([Cl:8])[CH:5]=[CH:4][C:3]=1[OH:9].[CH3:10][O:11][CH2:12]Cl.CCN(C(C)C)C(C)C. The catalyst is C(Cl)Cl. The product is [Br:1][C:2]1[CH:7]=[C:6]([Cl:8])[CH:5]=[CH:4][C:3]=1[O:9][CH2:10][O:11][CH3:12]. The yield is 0.900. (9) The reactants are [CH2:1]([O:3][C:4]([C:6]1[S:7][C:8](Cl)=[N:9][N:10]=1)=[O:5])[CH3:2].C([O-])([O-])=O.[K+].[K+].[C:18]1([SH:24])[CH:23]=[CH:22][CH:21]=[CH:20][CH:19]=1. The catalyst is CC#N. The product is [CH2:1]([O:3][C:4]([C:6]1[S:7][C:8]([S:24][C:18]2[CH:23]=[CH:22][CH:21]=[CH:20][CH:19]=2)=[N:9][N:10]=1)=[O:5])[CH3:2]. The yield is 0.740.